Task: Regression/Classification. Given a drug SMILES string, predict its toxicity properties. Task type varies by dataset: regression for continuous values (e.g., LD50, hERG inhibition percentage) or binary classification for toxic/non-toxic outcomes (e.g., AMES mutagenicity, cardiotoxicity, hepatotoxicity). Dataset: ames.. Dataset: Ames mutagenicity test results for genotoxicity prediction (1) The drug is O=C1C=Cc2ccc3c4c(ccc1c24)C=CC3=O. The result is 1 (mutagenic). (2) The result is 1 (mutagenic). The drug is Cc1nc2c(C)c(C)c3c(nc(N)n3C)c2nc1C. (3) The molecule is Nc1ccc(N)c2c(O)c3ccccc3c(O)c12. The result is 1 (mutagenic). (4) The molecule is O=C1c2ccccc2C(=O)N1CCl. The result is 1 (mutagenic). (5) The compound is Cc1ccc2nc3c(cc2c1)-c1cccc2cccc-3c12. The result is 0 (non-mutagenic). (6) The molecule is C=C(C)C(=O)OCCCCCCCC(C)C. The result is 0 (non-mutagenic).